From a dataset of Peptide-MHC class I binding affinity with 185,985 pairs from IEDB/IMGT. Regression. Given a peptide amino acid sequence and an MHC pseudo amino acid sequence, predict their binding affinity value. This is MHC class I binding data. (1) The peptide sequence is SSPPIPMSRL. The MHC is Mamu-A01 with pseudo-sequence Mamu-A01. The binding affinity (normalized) is 0.488. (2) The peptide sequence is KVSCTILAV. The MHC is HLA-A02:03 with pseudo-sequence HLA-A02:03. The binding affinity (normalized) is 0.625.